This data is from Reaction yield outcomes from USPTO patents with 853,638 reactions. The task is: Predict the reaction yield, written as a fraction of the theoretical maximum amount of product (1.0 means a 100% yield; for example, 0.34 means a 34% yield). (1) The reactants are [NH2:1][C@@H:2]([CH2:12][CH:13]([CH3:15])[CH3:14])[CH:3]([C:5]1[CH:10]=[CH:9][CH:8]=[C:7]([F:11])[CH:6]=1)[OH:4].I[C:17]1[CH:18]=[C:19]2[C:23](=[CH:24][CH:25]=1)[N:22]([C:26]1[CH:31]=[CH:30][C:29]([F:32])=[CH:28][CH:27]=1)[N:21]=[CH:20]2.C(=O)([O-])[O-].[Cs+].[Cs+].C(#N)C(C)C. The catalyst is [Cu]I. The product is [F:11][C:7]1[CH:6]=[C:5]([CH:3]([O:4][C:17]2[CH:18]=[C:19]3[C:23](=[CH:24][CH:25]=2)[N:22]([C:26]2[CH:31]=[CH:30][C:29]([F:32])=[CH:28][CH:27]=2)[N:21]=[CH:20]3)[C@H:2]([CH2:12][CH:13]([CH3:15])[CH3:14])[NH2:1])[CH:10]=[CH:9][CH:8]=1. The yield is 0.233. (2) The reactants are [O:1]([C:8]1[CH:13]=[CH:12][C:11]([NH:14][C:15]2[C:24]3[C:19](=[CH:20][C:21](I)=[CH:22][CH:23]=3)[N:18]=[CH:17][CH:16]=2)=[CH:10][CH:9]=1)[C:2]1[CH:7]=[CH:6][CH:5]=[CH:4][CH:3]=1.C([Sn](CCCC)(CCCC)[C:31]1[N:32]=[C:33]([CH:36]=[O:37])[S:34][CH:35]=1)CCC. The catalyst is O1CCOCC1.Cl[Pd](Cl)([P](C1C=CC=CC=1)(C1C=CC=CC=1)C1C=CC=CC=1)[P](C1C=CC=CC=1)(C1C=CC=CC=1)C1C=CC=CC=1. The product is [O:1]([C:8]1[CH:13]=[CH:12][C:11]([NH:14][C:15]2[C:24]3[C:19](=[CH:20][C:21]([C:31]4[N:32]=[C:33]([CH:36]=[O:37])[S:34][CH:35]=4)=[CH:22][CH:23]=3)[N:18]=[CH:17][CH:16]=2)=[CH:10][CH:9]=1)[C:2]1[CH:7]=[CH:6][CH:5]=[CH:4][CH:3]=1. The yield is 0.440. (3) The reactants are Br[C:2]1[CH:3]=[C:4]([CH3:15])[C:5]([N:10]2[CH:14]=[N:13][CH:12]=[N:11]2)=[C:6]([CH:9]=1)[C:7]#[N:8].C(=O)([O-])[O-].[K+].[K+].[C:22]1(P(C2C=CC=CC=2)C2C=CC=CC=2)C=CC=C[CH:23]=1. The catalyst is C1(C)C=CC=CC=1. The product is [CH3:15][C:4]1[C:5]([N:10]2[CH:14]=[N:13][CH:12]=[N:11]2)=[C:6]([CH:9]=[C:2]([CH:22]=[CH2:23])[CH:3]=1)[C:7]#[N:8]. The yield is 0.520. (4) The reactants are [Cl:1][C:2]1[CH:10]=[C:9]2[C:5]([C:6]([CH2:34][O:35][CH3:36])=[CH:7][N:8]2[S:11]([C:14]2[CH:15]=[CH:16][C:17]([O:32][CH3:33])=[C:18]([N:20]3[CH2:25][CH2:24][N:23](C(=O)C(F)(F)F)[CH2:22][CH2:21]3)[CH:19]=2)(=[O:13])=[O:12])=[CH:4][CH:3]=1.[OH-].[K+]. The catalyst is C1COCC1. The product is [Cl:1][C:2]1[CH:10]=[C:9]2[C:5]([C:6]([CH2:34][O:35][CH3:36])=[CH:7][N:8]2[S:11]([C:14]2[CH:15]=[CH:16][C:17]([O:32][CH3:33])=[C:18]([N:20]3[CH2:25][CH2:24][NH:23][CH2:22][CH2:21]3)[CH:19]=2)(=[O:13])=[O:12])=[CH:4][CH:3]=1. The yield is 0.749. (5) The product is [Cl:1][C:2]1[CH:3]=[C:4]([C:24]([NH:38][OH:39])=[NH:25])[CH:5]=[C:6]2[C:10]=1[C:9](=[O:11])[N:8]([CH2:12][C:13]1[CH:18]=[CH:17][C:16]([O:19][C:20]([F:21])([F:22])[F:23])=[CH:15][CH:14]=1)[CH2:7]2. The reactants are [Cl:1][C:2]1[CH:3]=[C:4]([C:24]#[N:25])[CH:5]=[C:6]2[C:10]=1[C:9](=[O:11])[N:8]([CH2:12][C:13]1[CH:18]=[CH:17][C:16]([O:19][C:20]([F:23])([F:22])[F:21])=[CH:15][CH:14]=1)[CH2:7]2.OC1C=CC=C2C=1N=CC=C2.Cl.[NH2:38][OH:39].C(=O)([O-])[O-].[Na+].[Na+]. The yield is 0.900. The catalyst is C(O)C.O. (6) The reactants are [Cl:1][C:2]1[CH:3]=[CH:4][C:5]2[C:10](=[O:11])O[C:8]([C:12]3[CH:17]=[CH:16][CH:15]=[CH:14][C:13]=3[O:18]C(=O)C)=[N:7][C:6]=2[CH:22]=1.[F:23][C:24]1[CH:29]=[CH:28][CH:27]=[CH:26][C:25]=1[CH2:30][CH2:31][NH2:32]. No catalyst specified. The product is [Cl:1][C:2]1[CH:22]=[C:6]2[C:5]([C:10](=[O:11])[N:32]([CH2:31][CH2:30][C:25]3[CH:26]=[CH:27][CH:28]=[CH:29][C:24]=3[F:23])[C:8]([C:12]3[CH:17]=[CH:16][CH:15]=[CH:14][C:13]=3[OH:18])=[N:7]2)=[CH:4][CH:3]=1. The yield is 0.500. (7) The reactants are CCN(C(C)C)C(C)C.[Br:10][C:11]1[CH:12]=[C:13]([C:17]([NH2:24])([C:19]2[CH:23]=[CH:22][NH:21][N:20]=2)[CH3:18])[CH:14]=[CH:15][CH:16]=1.[Cl:25][CH2:26][C:27](Cl)=[O:28]. The catalyst is C(Cl)Cl.[NH4+].[Cl-]. The product is [Br:10][C:11]1[CH:12]=[C:13]([C:17]([NH:24][C:27](=[O:28])[CH2:26][Cl:25])([C:19]2[CH:23]=[CH:22][NH:21][N:20]=2)[CH3:18])[CH:14]=[CH:15][CH:16]=1. The yield is 0.790. (8) The reactants are N(C(OCC)=O)=NC(OCC)=O.[Cl:13][C:14]1[CH:33]=[CH:32][C:17]([NH:18][C:19]2[C:28]3[C:23](=[CH:24][C:25]([OH:31])=[C:26]([O:29][CH3:30])[CH:27]=3)[N:22]=[CH:21][N:20]=2)=[C:16]([F:34])[CH:15]=1.[CH3:35][C@H:36]1[CH2:41][N:40]([CH2:42][CH2:43][CH2:44]O)[CH2:39][C@@H:38]([CH3:46])[O:37]1.C1(P(C2C=CC=CC=2)C2C=CC=CC=2)C=CC=CC=1. The catalyst is C(Cl)Cl. The product is [ClH:13].[Cl:13][C:14]1[CH:33]=[CH:32][C:17]([NH:18][C:19]2[C:28]3[C:23](=[CH:24][C:25]([O:31][CH2:44][CH2:43][CH2:42][N:40]4[CH2:39][CH:38]([CH3:46])[O:37][CH:36]([CH3:35])[CH2:41]4)=[C:26]([O:29][CH3:30])[CH:27]=3)[N:22]=[CH:21][N:20]=2)=[C:16]([F:34])[CH:15]=1. The yield is 0.590. (9) The yield is 0.510. The reactants are [NH2:1][C:2]1[N:3]=[C:4]([C:10]2[CH:15]=[CH:14][C:13]([O:16][CH3:17])=[CH:12][CH:11]=2)[S:5][C:6]=1[C:7]([OH:9])=O.[NH2:18][C@@H:19]([CH:24]1[CH2:29][CH2:28][CH2:27][CH2:26][CH2:25]1)[C:20]([O:22][CH3:23])=[O:21].C(N(CC)CC)C.CN(C(ON1N=NC2C=CC=NC1=2)=[N+](C)C)C.F[P-](F)(F)(F)(F)F. The product is [NH2:1][C:2]1[N:3]=[C:4]([C:10]2[CH:15]=[CH:14][C:13]([O:16][CH3:17])=[CH:12][CH:11]=2)[S:5][C:6]=1[C:7]([NH:18][C@@H:19]([CH:24]1[CH2:29][CH2:28][CH2:27][CH2:26][CH2:25]1)[C:20]([O:22][CH3:23])=[O:21])=[O:9]. The catalyst is CN(C=O)C.CCOC(C)=O. (10) The reactants are [N:1]([CH2:4][CH2:5][CH2:6][C@:7]1([C:42]2[CH:47]=[CH:46][CH:45]=[CH:44][CH:43]=2)[N:11]([C:12](=[O:33])[C@@H:13]([O:15][Si](C(C)(C)C)(C2C=CC=CC=2)C2C=CC=CC=2)[CH3:14])[N:10]=[C:9]([C:34]2[CH:39]=[C:38]([F:40])[CH:37]=[CH:36][C:35]=2[F:41])[S:8]1)=[N+:2]=[N-:3].CCCC[N+](CCCC)(CCCC)CCCC.[F-].C([O-])(O)=O.[Na+]. The catalyst is C1COCC1. The product is [N:1]([CH2:4][CH2:5][CH2:6][C@:7]1([C:42]2[CH:47]=[CH:46][CH:45]=[CH:44][CH:43]=2)[N:11]([C:12](=[O:33])[C@@H:13]([OH:15])[CH3:14])[N:10]=[C:9]([C:34]2[CH:39]=[C:38]([F:40])[CH:37]=[CH:36][C:35]=2[F:41])[S:8]1)=[N+:2]=[N-:3]. The yield is 0.530.